Predict the product of the given reaction. From a dataset of Forward reaction prediction with 1.9M reactions from USPTO patents (1976-2016). (1) Given the reactants C[Sn](C)(C)[Sn](C)(C)C.[Cl-].[Li+].Cl[C:12]1[CH:17]=[C:16]([C:18]2[CH:23]=[CH:22][C:21]([O:24][CH:25]([CH3:27])[CH3:26])=[C:20]([Cl:28])[CH:19]=2)[N:15]=[CH:14][N:13]=1.[CH3:29][O:30][C:31]([CH:33]1[CH2:37][C:36](OS(C(F)(F)F)(=O)=O)=[CH:35][N:34]1[C:46]([O:48][C:49]([CH3:52])([CH3:51])[CH3:50])=[O:47])=[O:32], predict the reaction product. The product is: [CH3:29][O:30][C:31]([CH:33]1[CH2:37][C:36]([C:12]2[CH:17]=[C:16]([C:18]3[CH:23]=[CH:22][C:21]([O:24][CH:25]([CH3:27])[CH3:26])=[C:20]([Cl:28])[CH:19]=3)[N:15]=[CH:14][N:13]=2)=[CH:35][N:34]1[C:46]([O:48][C:49]([CH3:52])([CH3:51])[CH3:50])=[O:47])=[O:32]. (2) Given the reactants [F:1][C:2]1[CH:3]=[C:4]([C:8]#[C:9][C:10]2[CH:15]=[N:14][CH:13]=[C:12]([CH3:16])[N:11]=2)[CH:5]=[CH:6][CH:7]=1.C(OCC)C.C(Cl)[Cl:23], predict the reaction product. The product is: [ClH:23].[F:1][C:2]1[CH:3]=[C:4]([C:8]#[C:9][C:10]2[CH:15]=[N:14][CH:13]=[C:12]([CH3:16])[N:11]=2)[CH:5]=[CH:6][CH:7]=1. (3) Given the reactants Cl[C:2]1[CH:11]=[C:10]2[C:5]([C:6]([NH:14][C:15]3[CH:20]=[C:19]([O:21][CH3:22])[C:18]([O:23][CH3:24])=[C:17]([O:25][CH3:26])[CH:16]=3)=[C:7]([C:12]#[N:13])[CH:8]=[N:9]2)=[CH:4][C:3]=1[N+:27]([O-:29])=[O:28].[N-:30]=[N+:31]=[N-:32].[Na+], predict the reaction product. The product is: [N:30]([C:2]1[CH:11]=[C:10]2[C:5]([C:6]([NH:14][C:15]3[CH:20]=[C:19]([O:21][CH3:22])[C:18]([O:23][CH3:24])=[C:17]([O:25][CH3:26])[CH:16]=3)=[C:7]([C:12]#[N:13])[CH:8]=[N:9]2)=[CH:4][C:3]=1[N+:27]([O-:29])=[O:28])=[N+:31]=[N-:32]. (4) Given the reactants [Cl:1][C:2]1[C:3]2[N:4]([C:8]([C:14]3[CH:15]=[C:16]([OH:20])[CH:17]=[CH:18][CH:19]=3)=[C:9]([CH:11]([CH3:13])[CH3:12])[N:10]=2)[CH:5]=[CH:6][CH:7]=1.Br[C:22]1[CH:23]=[C:24]([S:28]([N:31]([CH2:33][C:34]2[CH:39]=[CH:38][C:37]([O:40][CH3:41])=[CH:36][CH:35]=2)[CH3:32])(=[O:30])=[O:29])[CH:25]=[CH:26][CH:27]=1, predict the reaction product. The product is: [Cl:1][C:2]1[C:3]2[N:4]([C:8]([C:14]3[CH:15]=[C:16]([CH:17]=[CH:18][CH:19]=3)[O:20][C:22]3[CH:23]=[C:24]([S:28]([N:31]([CH2:33][C:34]4[CH:35]=[CH:36][C:37]([O:40][CH3:41])=[CH:38][CH:39]=4)[CH3:32])(=[O:30])=[O:29])[CH:25]=[CH:26][CH:27]=3)=[C:9]([CH:11]([CH3:13])[CH3:12])[N:10]=2)[CH:5]=[CH:6][CH:7]=1. (5) Given the reactants [CH3:1][O:2][C:3]([CH:5]1[CH2:8][NH:7][CH2:6]1)=[O:4].[CH2:9]([N:11]([CH2:38][CH3:39])[C:12]1[CH:17]=[C:16]([C:18]2[O:22][N:21]=[C:20]([C:23]3[CH:28]=[C:27]([CH3:29])[C:26]([O:30][CH2:31][C@@H:32]4[CH2:34][O:33]4)=[C:25]([CH2:35][CH3:36])[CH:24]=3)[N:19]=2)[CH:15]=[C:14]([CH3:37])[N:13]=1)[CH3:10].C(N(CC)CC)C.CC(=O)OCC, predict the reaction product. The product is: [CH3:1][O:2][C:3]([CH:5]1[CH2:8][N:7]([CH2:34][C@H:32]([OH:33])[CH2:31][O:30][C:26]2[C:27]([CH3:29])=[CH:28][C:23]([C:20]3[N:19]=[C:18]([C:16]4[CH:15]=[C:14]([CH3:37])[N:13]=[C:12]([N:11]([CH2:38][CH3:39])[CH2:9][CH3:10])[CH:17]=4)[O:22][N:21]=3)=[CH:24][C:25]=2[CH2:35][CH3:36])[CH2:6]1)=[O:4]. (6) Given the reactants [NH:1]1[CH2:9][CH2:8][CH:4]([C:5]([NH2:7])=[O:6])[CH2:3][CH2:2]1.[Br:10][C:11]1[CH:12]=[C:13]2[C:18](=[CH:19][CH:20]=1)[C:17](Cl)=[N:16][N:15]=[CH:14]2.C(=O)([O-])[O-].[K+].[K+], predict the reaction product. The product is: [Br:10][C:11]1[CH:12]=[C:13]2[C:18](=[CH:19][CH:20]=1)[C:17]([N:1]1[CH2:9][CH2:8][CH:4]([C:5]([NH2:7])=[O:6])[CH2:3][CH2:2]1)=[N:16][N:15]=[CH:14]2. (7) Given the reactants [Cl:1][C:2]1[CH:7]=[CH:6][C:5]([NH:8][C:9](=[O:20])[C:10]2[CH:15]=[CH:14][CH:13]=[C:12]([C:16]([F:19])([F:18])[F:17])[CH:11]=2)=[CH:4][C:3]=1[C:21]1[N:26]2[N:27]=[CH:28][C:29]([C:30]([O:32][CH2:33]C)=[O:31])=[C:25]2[N:24]=[CH:23][CH:22]=1.CO.[OH-].[Na+].Cl, predict the reaction product. The product is: [Cl:1][C:2]1[CH:7]=[CH:6][C:5]([NH:8][C:9](=[O:20])[C:10]2[CH:15]=[CH:14][CH:13]=[C:12]([C:16]([F:19])([F:17])[F:18])[CH:11]=2)=[CH:4][C:3]=1[C:21]1[N:26]2[N:27]=[CH:28][C:29]([C:30]([O:32][CH3:33])=[O:31])=[C:25]2[N:24]=[CH:23][CH:22]=1. (8) Given the reactants O.[OH-].[Li+].C[O:5][C:6](=[O:41])[CH2:7][C:8]1[C:17]([CH3:18])=[C:16]([C:19]2[CH:24]=[CH:23][C:22]([S:25](=[O:39])(=[O:38])[NH:26][C:27]3[CH:32]=[CH:31][C:30]([O:33][C:34]([F:37])([F:36])[F:35])=[CH:29][CH:28]=3)=[CH:21][CH:20]=2)[C:15]2[C:10](=[CH:11][CH:12]=[C:13]([F:40])[CH:14]=2)[CH:9]=1.C1COCC1.O, predict the reaction product. The product is: [F:40][C:13]1[CH:14]=[C:15]2[C:10](=[CH:11][CH:12]=1)[CH:9]=[C:8]([CH2:7][C:6]([OH:41])=[O:5])[C:17]([CH3:18])=[C:16]2[C:19]1[CH:24]=[CH:23][C:22]([S:25](=[O:39])(=[O:38])[NH:26][C:27]2[CH:32]=[CH:31][C:30]([O:33][C:34]([F:37])([F:35])[F:36])=[CH:29][CH:28]=2)=[CH:21][CH:20]=1. (9) Given the reactants [NH2:1][CH2:2][C:3]1[N:8]=[CH:7][C:6]([NH:9][C:10]2[N:15]=[C:14]([C:16]3[CH:17]=[CH:18][C:19]([O:24][CH:25]4[CH2:30][CH2:29][O:28][CH2:27][CH2:26]4)=[C:20]([CH:23]=3)[C:21]#[N:22])[CH:13]=[CH:12][N:11]=2)=[CH:5][CH:4]=1.[OH:31][CH2:32][C:33]1C=C(NC2N=C(C3C=CC(OC4CCOCC4)=C(C=3)C#N)C=CN=2)C=[CH:35][N:34]=1.C1C=CC(P(N=[N+]=[N-])(C2C=CC=CC=2)=[O:68])=CC=1.[N-]=[N+]=[N-].[Na+].C1C=CC(P([C:95]2[CH:100]=CC=CC=2)C2C=CC=CC=2)=CC=1, predict the reaction product. The product is: [C:21]([C:20]1[CH:23]=[C:16]([C:14]2[CH:13]=[CH:12][N:11]=[C:10]([NH:9][C:6]3[CH:5]=[CH:4][C:3]([CH2:2][NH:1][C:35]([N:34]4[CH2:95][CH2:100][O:31][CH2:32][CH2:33]4)=[O:68])=[N:8][CH:7]=3)[N:15]=2)[CH:17]=[CH:18][C:19]=1[O:24][CH:25]1[CH2:30][CH2:29][O:28][CH2:27][CH2:26]1)#[N:22]. (10) Given the reactants [CH3:1][C:2]1[C:7]([Cl:8])=[CH:6][CH:5]=[CH:4][C:3]=1[N:9]1[C:13](=[O:14])[NH:12][N:11]=[N:10]1.[C:15](=O)([O-])[O-].[K+].[K+].COS(=O)(=O)OC.O.C(=O)(O)[O-].[Na+], predict the reaction product. The product is: [CH3:1][C:2]1[C:7]([Cl:8])=[CH:6][CH:5]=[CH:4][C:3]=1[N:9]1[C:13](=[O:14])[N:12]([CH3:15])[N:11]=[N:10]1.